The task is: Predict the reactants needed to synthesize the given product.. This data is from Full USPTO retrosynthesis dataset with 1.9M reactions from patents (1976-2016). (1) Given the product [Br:9][C:6]1[CH:5]=[N:4][CH:3]=[C:2]([C:7]=1[CH3:8])[C:11]#[N:12], predict the reactants needed to synthesize it. The reactants are: Br[C:2]1[CH:3]=[N:4][CH:5]=[C:6]([Br:9])[C:7]=1[CH3:8].[Cu](C#N)[C:11]#[N:12]. (2) Given the product [F:27][C:28]1[CH:33]=[CH:32][C:31]([N:3]2[C:4](=[O:26])[C:5]([CH2:11][C:12]3[CH:17]=[CH:16][C:15]([C:18]4[C:19]([C:24]#[N:25])=[CH:20][CH:21]=[CH:22][CH:23]=4)=[CH:14][CH:13]=3)=[C:6]([CH2:8][CH2:9][CH3:10])[N:7]=[C:2]2[CH3:1])=[CH:30][CH:29]=1, predict the reactants needed to synthesize it. The reactants are: [CH3:1][C:2]1[NH:3][C:4](=[O:26])[C:5]([CH2:11][C:12]2[CH:17]=[CH:16][C:15]([C:18]3[C:19]([C:24]#[N:25])=[CH:20][CH:21]=[CH:22][CH:23]=3)=[CH:14][CH:13]=2)=[C:6]([CH2:8][CH2:9][CH3:10])[N:7]=1.[F:27][C:28]1[CH:33]=[CH:32][C:31](B(O)O)=[CH:30][CH:29]=1.N1C=CC=CC=1.C(N(CC)CC)C. (3) Given the product [ClH:22].[Cl:1][C:7]1[CH:6]=[CH:5][C:4]([CH:9]2[CH2:14][CH2:13][CH2:12][NH:11][CH2:10]2)=[C:3]([F:2])[CH:8]=1, predict the reactants needed to synthesize it. The reactants are: [ClH:1].[F:2][C:3]1[CH:8]=[CH:7][CH:6]=[CH:5][C:4]=1[CH:9]1[CH2:14][CH2:13][CH2:12][NH:11][CH2:10]1.IC1C=NC=CC=1.[Cl:22]C1C=CC(B(O)O)=C(F)C=1.